This data is from Catalyst prediction with 721,799 reactions and 888 catalyst types from USPTO. The task is: Predict which catalyst facilitates the given reaction. (1) Reactant: [OH:1][CH2:2][C:3]1[CH:10]=[CH:9][C:6]([C:7]#[N:8])=[CH:5][CH:4]=1.I[CH3:12].[H-].[Na+]. Product: [CH3:12][O:1][CH2:2][C:3]1[CH:10]=[CH:9][C:6]([C:7]#[N:8])=[CH:5][CH:4]=1. The catalyst class is: 3. (2) Reactant: Br[C:2]1[CH:7]=[CH:6][C:5]([S:8]([NH:11][C:12]2[S:13][CH:14]=[CH:15][N:16]=2)(=[O:10])=[O:9])=[C:4]([C:17]#[N:18])[CH:3]=1.CC(C)([O-])C.[Na+].[CH3:25][C:26]1([CH3:66])[C:39]2C=CC=C(P(C3C=CC=CC=3)C3C=CC=CC=3)[C:34]=2OC2[C:27]1=CC=CC=2P(C1C=CC=CC=1)C1C=CC=CC=1.[NH2:67][C:68]1[S:69]C=C(C2C=CC(Cl)=CC=2)[N:72]=1.O1CCOCC1. Product: [C:26]([C:39]1[N:67]=[C:68]([NH:72][C:2]2[CH:7]=[CH:6][C:5]([S:8]([NH:11][C:12]3[S:13][CH:14]=[CH:15][N:16]=3)(=[O:10])=[O:9])=[C:4]([C:17]#[N:18])[CH:3]=2)[S:69][CH:34]=1)([CH3:66])([CH3:27])[CH3:25]. The catalyst class is: 110. (3) Reactant: [F:1][C:2]([F:27])([F:26])[C:3]1[CH:25]=[CH:24][CH:23]=[CH:22][C:4]=1[O:5][CH:6]1[CH2:11][CH2:10][N:9]([C:12]2[CH:21]=[CH:20][C:15]([C:16](OC)=[O:17])=[CH:14][CH:13]=2)[CH2:8][CH2:7]1.O.[NH2:29][NH2:30].C1(C)C=CC=CC=1. Product: [F:1][C:2]([F:27])([F:26])[C:3]1[CH:25]=[CH:24][CH:23]=[CH:22][C:4]=1[O:5][CH:6]1[CH2:11][CH2:10][N:9]([C:12]2[CH:21]=[CH:20][C:15]([C:16]([NH:29][NH2:30])=[O:17])=[CH:14][CH:13]=2)[CH2:8][CH2:7]1. The catalyst class is: 5. (4) Reactant: O[Li].O.C[O:5][C:6]([CH:8]1[CH2:13][N:12]([C:14](=[O:26])[C:15]2[CH:20]=[C:19]([F:21])[CH:18]=[CH:17][C:16]=2[C:22]([F:25])([F:24])[F:23])[CH2:11][CH2:10][N:9]1[C:27](=[O:43])[CH2:28][NH:29][C:30]([C:32]1[CH:36]=[C:35]([C:37]2[CH:42]=[CH:41][CH:40]=[CH:39][CH:38]=2)[NH:34][N:33]=1)=[O:31])=[O:7].O.Cl. Product: [F:21][C:19]1[CH:18]=[CH:17][C:16]([C:22]([F:25])([F:23])[F:24])=[C:15]([CH:20]=1)[C:14]([N:12]1[CH2:11][CH2:10][N:9]([C:27](=[O:43])[CH2:28][NH:29][C:30]([C:32]2[CH:36]=[C:35]([C:37]3[CH:42]=[CH:41][CH:40]=[CH:39][CH:38]=3)[NH:34][N:33]=2)=[O:31])[CH:8]([C:6]([OH:7])=[O:5])[CH2:13]1)=[O:26]. The catalyst class is: 278. (5) Reactant: C(S)C(C)C.[C:6]([S:14][C:15]([CH3:18])([CH3:17])[CH3:16])(=[O:13])[C:7]1[CH:12]=[CH:11][CH:10]=[CH:9][CH:8]=1.C(Cl)(=O)C1C=CC=CC=1. Product: [C:6]([S:14][C:15]([CH3:18])([CH3:17])[CH3:16])(=[O:13])[C:7]1[CH:12]=[CH:11][CH:10]=[CH:9][CH:8]=1. The catalyst class is: 17. (6) Reactant: [F-].C([N+](CCCC)(CCCC)CCCC)CCC.[Si]([O:26][CH2:27][CH2:28][CH:29]([C:31]1[C:32]([Cl:37])=[N:33][CH:34]=[CH:35][CH:36]=1)[OH:30])(C(C)(C)C)(C)C. Product: [Cl:37][C:32]1[C:31]([CH:29]([OH:30])[CH2:28][CH2:27][OH:26])=[CH:36][CH:35]=[CH:34][N:33]=1. The catalyst class is: 1. (7) Reactant: Cl.[NH2:2][CH2:3][C:4]1[CH:5]=[CH:6][C:7]([NH2:11])=[N:8][C:9]=1[CH3:10].[CH3:12][C:13]([O:16][C:17](O[C:17]([O:16][C:13]([CH3:15])([CH3:14])[CH3:12])=[O:18])=[O:18])([CH3:15])[CH3:14]. Product: [NH2:11][C:7]1[N:8]=[C:9]([CH3:10])[C:4]([CH2:3][NH:2][C:17](=[O:18])[O:16][C:13]([CH3:15])([CH3:14])[CH3:12])=[CH:5][CH:6]=1. The catalyst class is: 2. (8) Reactant: [C:1]([OH:12])(=[O:11])[C:2]1[CH:10]=[CH:9][CH:8]=[C:4]([C:5]([OH:7])=O)[CH:3]=1.C1C=CC2N(O)N=NC=2C=1.CCN=C=NCCCN(C)C.[NH:34]1[CH2:39][CH2:38][CH:37]([C:40]2[CH:41]=[C:42]([CH:52]=[CH:53][CH:54]=2)[CH2:43][NH:44][C:45](=[O:51])[O:46][C:47]([CH3:50])([CH3:49])[CH3:48])[CH2:36][CH2:35]1.CCN(C(C)C)C(C)C. The catalyst class is: 31. Product: [C:47]([O:46][C:45]([NH:44][CH2:43][C:42]1[CH:41]=[C:40]([CH:37]2[CH2:38][CH2:39][N:34]([C:5]([C:4]3[CH:3]=[C:2]([CH:10]=[CH:9][CH:8]=3)[C:1]([OH:12])=[O:11])=[O:7])[CH2:35][CH2:36]2)[CH:54]=[CH:53][CH:52]=1)=[O:51])([CH3:50])([CH3:48])[CH3:49].